From a dataset of Tox21: 12 toxicity assays (nuclear receptors and stress response pathways). Binary classification across 12 toxicity assays. The molecule is COc1ccc(C=O)cc1OC. It tested positive (active) for: NR-ER (Estrogen Receptor agonist activity).